Dataset: Full USPTO retrosynthesis dataset with 1.9M reactions from patents (1976-2016). Task: Predict the reactants needed to synthesize the given product. (1) Given the product [Cl:19][C:20]1[CH:28]=[CH:27][CH:26]=[CH:25][C:21]=1[C:22]([N:4]1[CH2:5][CH2:6][N:1]([C:7]2[CH:16]=[CH:15][CH:14]=[C:13]3[C:8]=2[C:9]([NH2:18])=[N:10][C:11]([NH2:17])=[N:12]3)[CH2:2][CH2:3]1)=[O:23], predict the reactants needed to synthesize it. The reactants are: [N:1]1([C:7]2[CH:16]=[CH:15][CH:14]=[C:13]3[C:8]=2[C:9]([NH2:18])=[N:10][C:11]([NH2:17])=[N:12]3)[CH2:6][CH2:5][NH:4][CH2:3][CH2:2]1.[Cl:19][C:20]1[CH:28]=[CH:27][CH:26]=[CH:25][C:21]=1[C:22](Cl)=[O:23]. (2) Given the product [I:26][CH2:1][C:2]1([N:29]=[C:28]=[S:30])[C:11]2[C:6](=[CH:7][CH:8]=[C:9]([C:12]3[CH:13]=[C:14]([CH:17]=[CH:18][CH:19]=3)[C:15]#[N:16])[CH:10]=2)[O:5][CH:4]([C:20]2[CH:25]=[CH:24][CH:23]=[CH:22][CH:21]=2)[CH2:3]1, predict the reactants needed to synthesize it. The reactants are: [CH2:1]=[C:2]1[C:11]2[C:6](=[CH:7][CH:8]=[C:9]([C:12]3[CH:13]=[C:14]([CH:17]=[CH:18][CH:19]=3)[C:15]#[N:16])[CH:10]=2)[O:5][CH:4]([C:20]2[CH:25]=[CH:24][CH:23]=[CH:22][CH:21]=2)[CH2:3]1.[I:26]I.[C:28]([S-:30])#[N:29].[K+]. (3) The reactants are: [O:1]=[S:2]1(=[O:16])[CH2:7][CH2:6][CH2:5][CH2:4][N:3]1[C:8]1[CH:15]=[CH:14][CH:13]=[CH:12][C:9]=1[C:10]#[N:11].Cl.[CH3:18][NH:19][OH:20].C(=O)([O-])[O-].[Na+].[Na+]. Given the product [O:1]=[S:2]1(=[O:16])[CH2:7][CH2:6][CH2:5][CH2:4][N:3]1[C:8]1[CH:15]=[CH:14][CH:13]=[CH:12][C:9]=1[C:10]([N:19]([OH:20])[CH3:18])=[NH:11], predict the reactants needed to synthesize it. (4) The reactants are: [OH-:1].[K+].[CH2:3]([N:10]1[CH2:15][CH2:14][C:13]([C:18]2[CH:23]=[CH:22][N:21]=[CH:20][CH:19]=2)([C:16]#[N:17])[CH2:12][CH2:11]1)[C:4]1[CH:9]=[CH:8][CH:7]=[CH:6][CH:5]=1. Given the product [CH2:3]([N:10]1[CH2:11][CH2:12][C:13]([C:18]2[CH:19]=[CH:20][N:21]=[CH:22][CH:23]=2)([C:16]([NH2:17])=[O:1])[CH2:14][CH2:15]1)[C:4]1[CH:9]=[CH:8][CH:7]=[CH:6][CH:5]=1, predict the reactants needed to synthesize it.